From a dataset of Full USPTO retrosynthesis dataset with 1.9M reactions from patents (1976-2016). Predict the reactants needed to synthesize the given product. (1) The reactants are: [CH3:1][O:2][CH:3]([O:17][CH3:18])[C:4]1[CH:9]=[C:8]([C:10]([F:13])([F:12])[F:11])[CH:7]=[C:6]([N+:14]([O-])=O)[CH:5]=1. Given the product [CH3:18][O:17][CH:3]([O:2][CH3:1])[C:4]1[CH:5]=[C:6]([CH:7]=[C:8]([C:10]([F:11])([F:12])[F:13])[CH:9]=1)[NH2:14], predict the reactants needed to synthesize it. (2) Given the product [C:8]([C:10]1[S:11][C:12]([S:32][CH3:33])=[C:13]([S:15]([C:18]2[CH:19]=[C:20]([C:24]3[CH:29]=[CH:28][C:27]([NH:30][CH2:49][P:44](=[O:43])([OH:46])[OH:45])=[CH:26][C:25]=3[CH3:31])[CH:21]=[CH:22][CH:23]=2)(=[O:16])=[O:17])[CH:14]=1)(=[NH:9])[NH2:7], predict the reactants needed to synthesize it. The reactants are: C(OC(=O)[NH:7][C:8]([C:10]1[S:11][C:12]([S:32][CH3:33])=[C:13]([S:15]([C:18]2[CH:19]=[C:20]([C:24]3[CH:29]=[CH:28][C:27]([NH2:30])=[CH:26][C:25]=3[CH3:31])[CH:21]=[CH:22][CH:23]=2)(=[O:17])=[O:16])[CH:14]=1)=[NH:9])(C)(C)C.C(=O)([O-])[O-].[Cs+].[Cs+].C([O:43][P:44]([CH2:49]OS(C(F)(F)F)(=O)=O)([O:46]CC)=[O:45])C. (3) Given the product [F:1][C:2]1[CH:7]=[C:6]([C:29]2[CH:30]=[CH:31][CH:32]=[CH:33][C:28]=2[O:27][CH2:26][C:25]([F:24])([F:36])[F:35])[CH:5]=[CH:4][C:3]=1[C:17]1[N:18]=[CH:19][C:20]([NH2:23])=[N:21][CH:22]=1, predict the reactants needed to synthesize it. The reactants are: [F:1][C:2]1[CH:7]=[C:6](B2OC(C)(C)C(C)(C)O2)[CH:5]=[CH:4][C:3]=1[C:17]1[N:18]=[CH:19][C:20]([NH2:23])=[N:21][CH:22]=1.[F:24][C:25]([F:36])([F:35])[CH2:26][O:27][C:28]1[CH:33]=[CH:32][CH:31]=[CH:30][C:29]=1Br. (4) Given the product [C:14]([C:4]1[C:5]([OH:6])=[C:7]([O:8][CH3:9])[CH:10]=[CH:11][C:3]=1[C:2]([OH:21])=[O:1])(=[O:15])[CH:13]([CH3:12])[OH:17], predict the reactants needed to synthesize it. The reactants are: [O:1]=[CH:2][C:3]1[CH:11]=[CH:10][C:7]([O:8][CH3:9])=[C:5]([OH:6])[CH:4]=1.[CH3:12][CH:13]1[O:17]C(=O)[O:15][C:14]1=O.C(=O)=[O:21].